Dataset: Peptide-MHC class I binding affinity with 185,985 pairs from IEDB/IMGT. Task: Regression. Given a peptide amino acid sequence and an MHC pseudo amino acid sequence, predict their binding affinity value. This is MHC class I binding data. (1) The peptide sequence is TQIGGIRM. The MHC is H-2-Kb with pseudo-sequence H-2-Kb. The binding affinity (normalized) is 0.0735. (2) The peptide sequence is CFTSLVWAPLILA. The MHC is HLA-B40:02 with pseudo-sequence HLA-B40:02. The binding affinity (normalized) is 0.0592. (3) The peptide sequence is GTFLCANEY. The MHC is HLA-A30:02 with pseudo-sequence HLA-A30:02. The binding affinity (normalized) is 1.00.